From a dataset of Forward reaction prediction with 1.9M reactions from USPTO patents (1976-2016). Predict the product of the given reaction. (1) Given the reactants [CH:1](O)=O.C(OC(=O)C)(=O)C.[CH3:11][O:12][C:13]1[CH:14]=[CH:15][C:16]([N+:20]([O-:22])=[O:21])=[C:17]([CH:19]=1)[NH2:18], predict the reaction product. The product is: [CH3:11][O:12][C:13]1[CH:14]=[CH:15][C:16]([N+:20]([O-:22])=[O:21])=[C:17]([CH:19]=1)[NH:18][CH3:1]. (2) Given the reactants CCN(C(C)C)C(C)C.[O:10]1[CH2:15][CH2:14][CH:13]([CH2:16][NH2:17])[CH2:12][CH2:11]1.[C:18](OC(=O)C)(=[O:20])[CH3:19], predict the reaction product. The product is: [O:10]1[CH2:15][CH2:14][CH:13]([CH2:16][NH:17][C:18](=[O:20])[CH3:19])[CH2:12][CH2:11]1.